This data is from Peptide-MHC class I binding affinity with 185,985 pairs from IEDB/IMGT. The task is: Regression. Given a peptide amino acid sequence and an MHC pseudo amino acid sequence, predict their binding affinity value. This is MHC class I binding data. The peptide sequence is TYSDPLALR. The MHC is HLA-A31:01 with pseudo-sequence HLA-A31:01. The binding affinity (normalized) is 0.